This data is from Forward reaction prediction with 1.9M reactions from USPTO patents (1976-2016). The task is: Predict the product of the given reaction. Given the reactants [Cl:1][C:2]1[CH:10]=[C:9]([C:11]#[C:12][CH2:13][CH2:14][O:15][CH3:16])[C:5]2[O:6][CH2:7][O:8][C:4]=2[C:3]=1[NH:17][C:18]1[C:27]2[C:22](=[CH:23][C:24]([O:30][CH2:31][CH2:32][CH2:33]Cl)=[C:25]([O:28][CH3:29])[CH:26]=2)[N:21]=[CH:20][N:19]=1.[CH3:35][O:36][CH2:37][CH2:38][NH:39][CH2:40][CH2:41][O:42][CH3:43], predict the reaction product. The product is: [CH3:35][O:36][CH2:37][CH2:38][N:39]([CH2:40][CH2:41][O:42][CH3:43])[CH2:33][CH2:32][CH2:31][O:30][C:24]1[CH:23]=[C:22]2[C:27]([C:18]([NH:17][C:3]3[C:4]4[O:8][CH2:7][O:6][C:5]=4[C:9]([C:11]#[C:12][CH2:13][CH2:14][O:15][CH3:16])=[CH:10][C:2]=3[Cl:1])=[N:19][CH:20]=[N:21]2)=[CH:26][C:25]=1[O:28][CH3:29].